Predict the reactants needed to synthesize the given product. From a dataset of Full USPTO retrosynthesis dataset with 1.9M reactions from patents (1976-2016). Given the product [CH3:1][S:2]([NH:6][CH2:7][C:8]1([C:14]([O:16][CH2:17][CH3:18])=[O:15])[CH2:13][CH2:12][CH2:11][CH2:10][O:9]1)(=[O:4])=[O:3], predict the reactants needed to synthesize it. The reactants are: [CH3:1][S:2](Cl)(=[O:4])=[O:3].[NH2:6][CH2:7][C:8]1([C:14]([O:16][CH2:17][CH3:18])=[O:15])[CH2:13][CH2:12][CH2:11][CH2:10][O:9]1.CCN(C(C)C)C(C)C.